The task is: Predict hERG channel inhibition at various concentrations.. This data is from hERG Central: cardiac toxicity at 1µM, 10µM, and general inhibition. (1) The compound is Cc1ccccc1CC1CCN(CCCNC(=O)Nc2ccccc2)CC1. Results: hERG_inhib (hERG inhibition (general)): blocker. (2) The drug is CC(C(=O)Nc1ccc(C#N)cc1)N1CCN(C(=O)C2CC2)CC1. Results: hERG_inhib (hERG inhibition (general)): blocker. (3) The molecule is CN(C(=O)COC(=O)c1cccnc1Nc1cccc(C(F)(F)F)c1)C1CCS(=O)(=O)C1. Results: hERG_inhib (hERG inhibition (general)): blocker.